Dataset: Forward reaction prediction with 1.9M reactions from USPTO patents (1976-2016). Task: Predict the product of the given reaction. (1) Given the reactants [OH-].[Li+].[CH3:3][C:4]([O:7][C@H:8]([CH3:44])[C@@H:9]([C:40]([O:42]C)=[O:41])[NH:10][C:11]([C:13]1[CH:18]=[CH:17][C:16]([C:19]2[CH:24]=[CH:23][CH:22]=[CH:21][C:20]=2[O:25][CH3:26])=[CH:15][C:14]=1[NH:27][C:28]([NH:30][C:31]1[C:36]([CH3:37])=[CH:35][C:34]([CH3:38])=[CH:33][C:32]=1[CH3:39])=[O:29])=[O:12])([CH3:6])[CH3:5].CO.O, predict the reaction product. The product is: [CH3:6][C:4]([O:7][C@H:8]([CH3:44])[C@@H:9]([C:40]([OH:42])=[O:41])[NH:10][C:11]([C:13]1[CH:18]=[CH:17][C:16]([C:19]2[CH:24]=[CH:23][CH:22]=[CH:21][C:20]=2[O:25][CH3:26])=[CH:15][C:14]=1[NH:27][C:28]([NH:30][C:31]1[C:32]([CH3:39])=[CH:33][C:34]([CH3:38])=[CH:35][C:36]=1[CH3:37])=[O:29])=[O:12])([CH3:3])[CH3:5]. (2) The product is: [O:16]1[C:12]2[CH:11]=[CH:10][C:9]([S:18]([Cl:21])(=[O:20])=[O:19])=[CH:17][C:13]=2[CH:14]=[CH:15]1. Given the reactants C(I)(C)C.II.[Mg].Br[C:9]1[CH:10]=[CH:11][C:12]2[O:16][CH:15]=[CH:14][C:13]=2[CH:17]=1.[S:18](Cl)([Cl:21])(=[O:20])=[O:19], predict the reaction product. (3) Given the reactants [CH2:1]([C@H:8]1[N:13]([C:14]([C:16]2[CH:20]=[C:19]([CH3:21])[N:18]([C:22]3[CH:27]=[CH:26][CH:25]=[CH:24][C:23]=3[O:28][CH3:29])[C:17]=2[C:30]2[CH:35]=[CH:34][CH:33]=[CH:32][CH:31]=2)=[O:15])[CH2:12][CH2:11][N:10](C(OC(C)(C)C)=O)[CH2:9]1)[C:2]1[CH:7]=[CH:6][CH:5]=[CH:4][CH:3]=1.C(OCC)(=O)C.[ClH:49], predict the reaction product. The product is: [ClH:49].[CH2:1]([C@@H:8]1[CH2:9][NH:10][CH2:11][CH2:12][N:13]1[C:14]([C:16]1[CH:20]=[C:19]([CH3:21])[N:18]([C:22]2[CH:27]=[CH:26][CH:25]=[CH:24][C:23]=2[O:28][CH3:29])[C:17]=1[C:30]1[CH:35]=[CH:34][CH:33]=[CH:32][CH:31]=1)=[O:15])[C:2]1[CH:3]=[CH:4][CH:5]=[CH:6][CH:7]=1. (4) Given the reactants [CH2:1]([O:3][C:4](=[O:12])[CH2:5][C:6]1[N:7]=[C:8]([NH2:11])[S:9][CH:10]=1)[CH3:2].[C:13](Cl)(=[O:25])[CH2:14][CH2:15][CH2:16][CH2:17][CH2:18][CH2:19][CH2:20][CH2:21][CH2:22][CH2:23][CH3:24], predict the reaction product. The product is: [CH2:1]([O:3][C:4](=[O:12])[CH2:5][C:6]1[N:7]=[C:8]([NH:11][C:13](=[O:25])[CH2:14][CH2:15][CH2:16][CH2:17][CH2:18][CH2:19][CH2:20][CH2:21][CH2:22][CH2:23][CH3:24])[S:9][CH:10]=1)[CH3:2]. (5) Given the reactants [C:1]([O:5][C:6]([NH:8][C:9]1([C:13]2[CH:18]=[CH:17][C:16]([C:19]3[O:27][C:26]4[C:25]([C:28]([O:30]C)=O)=[CH:24][N:23]([CH3:32])[C:22](=[O:33])[C:21]=4[C:20]=3[C:34]3[CH:39]=[CH:38][CH:37]=[CH:36][CH:35]=3)=[CH:15][CH:14]=2)[CH2:12][CH2:11][CH2:10]1)=[O:7])([CH3:4])([CH3:3])[CH3:2].[CH3:40][NH2:41], predict the reaction product. The product is: [CH3:32][N:23]1[CH:24]=[C:25]([C:28](=[O:30])[NH:41][CH3:40])[C:26]2[O:27][C:19]([C:16]3[CH:15]=[CH:14][C:13]([C:9]4([NH:8][C:6](=[O:7])[O:5][C:1]([CH3:3])([CH3:2])[CH3:4])[CH2:12][CH2:11][CH2:10]4)=[CH:18][CH:17]=3)=[C:20]([C:34]3[CH:35]=[CH:36][CH:37]=[CH:38][CH:39]=3)[C:21]=2[C:22]1=[O:33]. (6) Given the reactants C(OC([N:11]1[CH2:16][CH2:15][CH:14]([CH2:17][N:18]2[CH2:23][CH2:22][CH:21]([NH:24][C:25]([O:27][C:28]([CH3:31])([CH3:30])[CH3:29])=[O:26])[CH2:20][CH2:19]2)[CH2:13][CH2:12]1)=O)C1C=CC=CC=1, predict the reaction product. The product is: [C:28]([O:27][C:25]([NH:24][CH:21]1[CH2:20][CH2:19][N:18]([CH2:17][CH:14]2[CH2:13][CH2:12][NH:11][CH2:16][CH2:15]2)[CH2:23][CH2:22]1)=[O:26])([CH3:31])([CH3:29])[CH3:30]. (7) Given the reactants [CH2:1]([NH:8][C:9](=[O:12])[CH:10]=O)[C:2]1[CH:7]=[CH:6][CH:5]=[CH:4][CH:3]=1.[CH3:13][C:14]1[CH:15]=[CH:16][C:17]([S:20]([NH2:23])(=[O:22])=[O:21])=[CH:18][CH:19]=1, predict the reaction product. The product is: [CH2:1]([NH:8][C:9](=[O:12])[CH:10]([NH:23][S:20]([C:17]1[CH:18]=[CH:19][C:14]([CH3:13])=[CH:15][CH:16]=1)(=[O:21])=[O:22])[NH:23][S:20]([C:17]1[CH:16]=[CH:15][C:14]([CH3:13])=[CH:19][CH:18]=1)(=[O:22])=[O:21])[C:2]1[CH:7]=[CH:6][CH:5]=[CH:4][CH:3]=1.